Task: Predict the reactants needed to synthesize the given product.. Dataset: Full USPTO retrosynthesis dataset with 1.9M reactions from patents (1976-2016) (1) Given the product [CH3:27][O:28][C:29]1[CH:30]=[C:31]([CH2:37][C:38]([NH:1][C:2]2[CH:3]=[CH:4][C:5]([O:24][CH2:25][CH3:26])=[C:6]([C:8]3[NH:13][C:12](=[O:14])[C:11]4=[C:15]([CH3:23])[N:16]=[C:17]([CH:18]5[CH2:22][CH2:21][CH2:20][CH2:19]5)[N:10]4[N:9]=3)[CH:7]=2)=[O:39])[CH:32]=[CH:33][C:34]=1[O:35][CH3:36], predict the reactants needed to synthesize it. The reactants are: [NH2:1][C:2]1[CH:3]=[CH:4][C:5]([O:24][CH2:25][CH3:26])=[C:6]([C:8]2[NH:13][C:12](=[O:14])[C:11]3=[C:15]([CH3:23])[N:16]=[C:17]([CH:18]4[CH2:22][CH2:21][CH2:20][CH2:19]4)[N:10]3[N:9]=2)[CH:7]=1.[CH3:27][O:28][C:29]1[CH:30]=[C:31]([CH2:37][C:38](Cl)=[O:39])[CH:32]=[CH:33][C:34]=1[O:35][CH3:36].N1C=CC=CC=1. (2) The reactants are: [Li]CCCC.[CH:6]1[C:18]2[CH2:17][C:16]3[C:11](=[CH:12][CH:13]=[CH:14][CH:15]=3)[C:10]=2[CH:9]=[CH:8][CH:7]=1.[CH3:19][C:20]([CH2:26][CH2:27][CH2:28][CH3:29])=[C:21]1[CH:25]=[CH:24][CH:23]=[CH:22]1. Given the product [CH3:19][C:20]([CH2:26][CH2:27][CH2:28][CH3:29])([CH:21]1[CH:22]=[CH:23][CH:24]=[CH:25]1)[C:6]1[C:18]2[CH2:17][C:16]3[C:11](=[CH:12][CH:13]=[CH:14][CH:15]=3)[C:10]=2[CH:9]=[CH:8][CH:7]=1, predict the reactants needed to synthesize it. (3) Given the product [Br:1][C:2]1[CH:3]=[C:4]([S:8]([NH:16][CH2:15][CH2:14][O:13][CH3:12])(=[O:10])=[O:9])[CH:5]=[N:6][CH:7]=1, predict the reactants needed to synthesize it. The reactants are: [Br:1][C:2]1[CH:3]=[C:4]([S:8](Cl)(=[O:10])=[O:9])[CH:5]=[N:6][CH:7]=1.[CH3:12][O:13][CH2:14][CH2:15][NH2:16]. (4) Given the product [CH3:1][C@@H:2]1[CH2:6][CH2:5][CH2:4][N:3]1[CH2:7][C@@H:8]1[CH2:12][CH2:11][CH2:10][N:9]1[C:25]([C:24]1[CH:23]=[CH:22][C:21]([B:16]2[O:17][C:18]([CH3:20])([CH3:19])[C:14]([CH3:30])([CH3:13])[O:15]2)=[CH:29][CH:28]=1)=[O:26], predict the reactants needed to synthesize it. The reactants are: [CH3:1][C@@H:2]1[CH2:6][CH2:5][CH2:4][N:3]1[CH2:7][C@@H:8]1[CH2:12][CH2:11][CH2:10][NH:9]1.[CH3:13][C:14]1([CH3:30])[C:18]([CH3:20])([CH3:19])[O:17][B:16]([C:21]2[CH:29]=[CH:28][C:24]([C:25](O)=[O:26])=[CH:23][CH:22]=2)[O:15]1. (5) Given the product [NH2:10][C@@H:11]([CH2:26][C:27]1[CH:28]=[CH:29][CH:30]=[CH:31][CH:32]=1)[C@@H:12]([C@H:14]1[CH2:18][CH2:17][CH2:16][N:15]1[C:19]([O:21][C:22]([CH3:24])([CH3:23])[CH3:25])=[O:20])[OH:13], predict the reactants needed to synthesize it. The reactants are: [H][H].C([N:10](CC1C=CC=CC=1)[C@@H:11]([CH2:26][C:27]1[CH:32]=[CH:31][CH:30]=[CH:29][CH:28]=1)[C@@H:12]([C@H:14]1[CH2:18][CH2:17][CH2:16][N:15]1[C:19]([O:21][C:22]([CH3:25])([CH3:24])[CH3:23])=[O:20])[OH:13])C1C=CC=CC=1.